This data is from Full USPTO retrosynthesis dataset with 1.9M reactions from patents (1976-2016). The task is: Predict the reactants needed to synthesize the given product. (1) Given the product [CH2:1]([O:15][C:16]1[CH:25]=[C:24]([NH:26][C:27](=[O:40])[CH2:28][CH:29]([C:30]2[CH:39]=[CH:38][C:37]3[C:32](=[CH:33][CH:34]=[CH:35][CH:36]=3)[CH:31]=2)[CH2:56][N+:53]([O-:55])=[O:54])[CH:23]=[CH:22][C:17]=1[C:18]([O:20][CH3:21])=[O:19])[C:2]1[CH:7]=[CH:6][CH:5]=[CH:4][CH:3]=1, predict the reactants needed to synthesize it. The reactants are: [CH2:1](Br)[C:2]1[CH:7]=[CH:6][CH:5]=[CH:4][CH:3]=1.C([O-])([O-])=O.[K+].[K+].[OH:15][C:16]1[CH:25]=[C:24]([NH:26][C:27](=[O:40])[CH:28]=[CH:29][C:30]2[CH:39]=[CH:38][C:37]3[C:32](=[CH:33][CH:34]=[CH:35][CH:36]=3)[CH:31]=2)[CH:23]=[CH:22][C:17]=1[C:18]([O:20][CH3:21])=[O:19].C1CCN2C(=NCCC2)CC1.Cl.[N+:53]([CH3:56])([O-:55])=[O:54]. (2) Given the product [C:11]([O:15][C:16]([N:18]1[CH2:23][CH2:22][C:21](=[CH2:1])[CH2:20][C@@H:19]1[C:25]([O:27][CH3:28])=[O:26])=[O:17])([CH3:14])([CH3:13])[CH3:12], predict the reactants needed to synthesize it. The reactants are: [CH3:1][Si]([N-][Si](C)(C)C)(C)C.[K+].[C:11]([O:15][C:16]([N:18]1[CH2:23][CH2:22][C:21](=O)[CH2:20][C@@H:19]1[C:25]([O:27][CH3:28])=[O:26])=[O:17])([CH3:14])([CH3:13])[CH3:12].[NH4+].[Cl-].